From a dataset of Reaction yield outcomes from USPTO patents with 853,638 reactions. Predict the reaction yield, written as a fraction of the theoretical maximum amount of product (1.0 means a 100% yield; for example, 0.34 means a 34% yield). (1) The reactants are B(Br)(Br)Br.[F:5][C:6]1[C:7]([C:27]2[CH:32]=[CH:31][CH:30]=[CH:29][CH:28]=2)=[C:8]([O:25]C)[C:9](=[O:24])[N:10]([CH2:12][CH2:13][C@@:14]([CH3:23])([S:19]([CH3:22])(=[O:21])=[O:20])[C:15]([NH:17][OH:18])=[O:16])[CH:11]=1. The catalyst is C(Cl)Cl. The product is [F:5][C:6]1[C:7]([C:27]2[CH:28]=[CH:29][CH:30]=[CH:31][CH:32]=2)=[C:8]([OH:25])[C:9](=[O:24])[N:10]([CH2:12][CH2:13][C@@:14]([CH3:23])([S:19]([CH3:22])(=[O:21])=[O:20])[C:15]([NH:17][OH:18])=[O:16])[CH:11]=1. The yield is 0.169. (2) The product is [Br:1][C:2]1[CH:3]=[C:4]([F:14])[C:5]2[CH:9]=[CH:8][S:7][C:6]=2[CH:13]=1. The yield is 0.970. The reactants are [Br:1][C:2]1[CH:3]=[C:4]([F:14])[C:5]2[CH:9]=[C:8](C(O)=O)[S:7][C:6]=2[CH:13]=1.C1CCN2C(=NCCC2)CC1. The catalyst is CC(N(C)C)=O. (3) The reactants are [CH2:1]([CH:8]1[C:14](=[O:15])[CH2:13][CH:12]2[CH2:16][CH:9]1[CH2:10][CH2:11]2)[C:2]1[CH:7]=[CH:6][CH:5]=[CH:4][N:3]=1.CC([O-])(C)C.[K+].C1COCC1.[N:28](OCCC(C)C)=[O:29].Cl. The catalyst is C1COCC1. The product is [CH2:1]([CH:8]1[C:14](=[O:15])[C:13](=[N:28][OH:29])[CH:12]2[CH2:16][CH:9]1[CH2:10][CH2:11]2)[C:2]1[CH:7]=[CH:6][CH:5]=[CH:4][N:3]=1. The yield is 0.410.